Dataset: NCI-60 drug combinations with 297,098 pairs across 59 cell lines. Task: Regression. Given two drug SMILES strings and cell line genomic features, predict the synergy score measuring deviation from expected non-interaction effect. (1) Drug 1: C1=C(C(=O)NC(=O)N1)F. Drug 2: CCCS(=O)(=O)NC1=C(C(=C(C=C1)F)C(=O)C2=CNC3=C2C=C(C=N3)C4=CC=C(C=C4)Cl)F. Cell line: UACC62. Synergy scores: CSS=45.5, Synergy_ZIP=-10.1, Synergy_Bliss=-13.9, Synergy_Loewe=-6.97, Synergy_HSA=-5.07. (2) Drug 1: CC1=C(C=C(C=C1)NC2=NC=CC(=N2)N(C)C3=CC4=NN(C(=C4C=C3)C)C)S(=O)(=O)N.Cl. Drug 2: C1C(C(OC1N2C=NC3=C2NC=NCC3O)CO)O. Cell line: RXF 393. Synergy scores: CSS=12.1, Synergy_ZIP=-2.13, Synergy_Bliss=0.573, Synergy_Loewe=2.24, Synergy_HSA=3.69. (3) Drug 1: C1=NNC2=C1C(=O)NC=N2. Drug 2: COCCOC1=C(C=C2C(=C1)C(=NC=N2)NC3=CC=CC(=C3)C#C)OCCOC.Cl. Cell line: SK-MEL-28. Synergy scores: CSS=1.40, Synergy_ZIP=-0.775, Synergy_Bliss=-1.000, Synergy_Loewe=0.0517, Synergy_HSA=-0.537. (4) Drug 1: C1CNP(=O)(OC1)N(CCCl)CCCl. Drug 2: C1CN(P(=O)(OC1)NCCCl)CCCl. Cell line: SF-268. Synergy scores: CSS=16.5, Synergy_ZIP=7.16, Synergy_Bliss=11.8, Synergy_Loewe=5.88, Synergy_HSA=6.73. (5) Drug 1: CC1OCC2C(O1)C(C(C(O2)OC3C4COC(=O)C4C(C5=CC6=C(C=C35)OCO6)C7=CC(=C(C(=C7)OC)O)OC)O)O. Drug 2: CC1=C(N=C(N=C1N)C(CC(=O)N)NCC(C(=O)N)N)C(=O)NC(C(C2=CN=CN2)OC3C(C(C(C(O3)CO)O)O)OC4C(C(C(C(O4)CO)O)OC(=O)N)O)C(=O)NC(C)C(C(C)C(=O)NC(C(C)O)C(=O)NCCC5=NC(=CS5)C6=NC(=CS6)C(=O)NCCC[S+](C)C)O. Cell line: HCT116. Synergy scores: CSS=69.8, Synergy_ZIP=-0.869, Synergy_Bliss=-1.04, Synergy_Loewe=0.923, Synergy_HSA=5.10. (6) Drug 1: CC1=CC2C(CCC3(C2CCC3(C(=O)C)OC(=O)C)C)C4(C1=CC(=O)CC4)C. Drug 2: C1=CN(C(=O)N=C1N)C2C(C(C(O2)CO)O)O.Cl. Cell line: OVCAR-4. Synergy scores: CSS=1.23, Synergy_ZIP=-0.286, Synergy_Bliss=-0.155, Synergy_Loewe=-2.75, Synergy_HSA=-0.691. (7) Drug 1: CCCCC(=O)OCC(=O)C1(CC(C2=C(C1)C(=C3C(=C2O)C(=O)C4=C(C3=O)C=CC=C4OC)O)OC5CC(C(C(O5)C)O)NC(=O)C(F)(F)F)O. Drug 2: CC1CCC2CC(C(=CC=CC=CC(CC(C(=O)C(C(C(=CC(C(=O)CC(OC(=O)C3CCCCN3C(=O)C(=O)C1(O2)O)C(C)CC4CCC(C(C4)OC)O)C)C)O)OC)C)C)C)OC. Cell line: SF-295. Synergy scores: CSS=63.3, Synergy_ZIP=19.5, Synergy_Bliss=19.6, Synergy_Loewe=13.7, Synergy_HSA=9.22.